Dataset: Forward reaction prediction with 1.9M reactions from USPTO patents (1976-2016). Task: Predict the product of the given reaction. (1) Given the reactants [OH-].[NH3+]N.[CH:4]([C@@:6]12[CH2:23][CH2:22][C:21]3[CH:20]=[C:19]([O:24][CH3:25])[CH:18]=[CH:17][C:16]=3[C@@H:15]1[CH:14]([OH:26])[CH2:13][C@@:11]1([CH3:12])[C@H:7]2[CH2:8][CH2:9][C@@H:10]1[O:27][CH:28]1[CH2:33][CH2:32][CH2:31][CH2:30][O:29]1)=O.[OH-].[K+].S(=O)(=O)(O)O, predict the reaction product. The product is: [CH3:25][O:24][C:19]1[CH:18]=[CH:17][C:16]2[C@H:15]3[C@:6]([CH3:4])([C@H:7]4[C@@:11]([CH2:13][CH:14]3[OH:26])([CH3:12])[C@@H:10]([O:27][CH:28]3[CH2:33][CH2:32][CH2:31][CH2:30][O:29]3)[CH2:9][CH2:8]4)[CH2:23][CH2:22][C:21]=2[CH:20]=1. (2) Given the reactants [C:1]([C:3]1[CH:8]=[CH:7][C:6]([CH3:9])=[CH:5][C:4]=1[NH:10][C:11]([NH:13][CH2:14][C:15]1[CH:16]=[C:17]2[C:21](=[CH:22][CH:23]=1)[C:20](=[O:24])[N:19]([CH:25]1[CH2:30][CH2:29][C:28](=[O:31])[NH:27][C:26]1=[O:32])[CH2:18]2)=[O:12])#[N:2].Cl.[H][H], predict the reaction product. The product is: [NH2:2][CH2:1][C:3]1[CH:8]=[CH:7][C:6]([CH3:9])=[CH:5][C:4]=1[NH:10][C:11]([NH:13][CH2:14][C:15]1[CH:16]=[C:17]2[C:21](=[CH:22][CH:23]=1)[C:20](=[O:24])[N:19]([CH:25]1[CH2:30][CH2:29][C:28](=[O:31])[NH:27][C:26]1=[O:32])[CH2:18]2)=[O:12]. (3) Given the reactants [F:1][C:2]([F:21])([F:20])[O:3][C:4]1[CH:9]=[CH:8][C:7]([S:10]([CH2:13][C:14]2[CH:19]=[CH:18][N:17]=[CH:16][CH:15]=2)(=[O:12])=[O:11])=[CH:6][CH:5]=1.Br[CH2:23][CH2:24]Cl.C([O-])([O-])=O.[Cs+].[Cs+], predict the reaction product. The product is: [F:21][C:2]([F:1])([F:20])[O:3][C:4]1[CH:5]=[CH:6][C:7]([S:10]([C:13]2([C:14]3[CH:15]=[CH:16][N:17]=[CH:18][CH:19]=3)[CH2:24][CH2:23]2)(=[O:11])=[O:12])=[CH:8][CH:9]=1. (4) Given the reactants Br[C:2]1[CH:3]=[C:4]2[C:8](=[CH:9][CH:10]=1)[C:7](=[O:11])[O:6][CH2:5]2.[C:12]1([OH:18])[CH:17]=[CH:16][CH:15]=[CH:14][CH:13]=1.CC(C)(C(=O)CC(=O)C(C)(C)C)C.C(=O)([O-])[O-].[Cs+].[Cs+], predict the reaction product. The product is: [O:18]([C:2]1[CH:3]=[C:4]2[C:8](=[CH:9][CH:10]=1)[C:7](=[O:11])[O:6][CH2:5]2)[C:12]1[CH:17]=[CH:16][CH:15]=[CH:14][CH:13]=1. (5) Given the reactants [F:1][C:2]([F:18])([F:17])[C:3]1[CH:4]=[C:5]([N:9]2[CH2:15][CH2:14][C:13](=[O:16])[NH:12][CH2:11][CH2:10]2)[CH:6]=[CH:7][CH:8]=1.Br[CH:20]([CH2:26][CH2:27][CH2:28][Br:29])[C:21]([N:23]([CH3:25])[CH3:24])=[O:22], predict the reaction product. The product is: [CH3:24][N:23]([CH3:25])[C:21](=[O:22])[CH:20]([N:12]1[C:13](=[O:16])[CH2:14][CH2:15][N:9]([C:5]2[CH:6]=[CH:7][CH:8]=[C:3]([C:2]([F:1])([F:17])[F:18])[CH:4]=2)[CH2:10][CH2:11]1)[CH2:26][CH2:27][CH2:28][Br:29]. (6) Given the reactants [C:1]([C:3]1[CH:4]=[C:5]([CH:7]=[CH:8][CH:9]=1)[NH2:6])#[CH:2].[C:10](O[C:10]([C:12]([F:15])([F:14])[F:13])=[O:11])([C:12]([F:15])([F:14])[F:13])=[O:11], predict the reaction product. The product is: [C:1]([C:3]1[CH:4]=[C:5]([NH:6][C:10](=[O:11])[C:12]([F:15])([F:14])[F:13])[CH:7]=[CH:8][CH:9]=1)#[CH:2]. (7) Given the reactants [F:1][C:2]1[CH:7]=[C:6]([F:8])[C:5]([F:9])=[CH:4][C:3]=1[C:10](=[O:18])[CH2:11]C1C=CC=CC=1.[Br:19]Br, predict the reaction product. The product is: [Br:19][CH2:11][C:10]([C:3]1[CH:4]=[C:5]([F:9])[C:6]([F:8])=[CH:7][C:2]=1[F:1])=[O:18]. (8) The product is: [CH3:1][C:2]1([CH3:14])[S:6][C@@H:5]2[C@H:7]([Br:15])[C:8](=[O:9])[N:4]2[C@H:3]1[C:11]([OH:13])=[O:12]. Given the reactants [CH3:1][C:2]1([CH3:14])[S:6][C@@H:5]2[C@H:7](N)[C:8](=[O:9])[N:4]2[C@H:3]1[C:11]([OH:13])=[O:12].[BrH:15].[Na].N([O-])=O.[K+], predict the reaction product. (9) Given the reactants [NH:1]1[C:9]2[C:4](=[CH:5][CH:6]=[CH:7][CH:8]=2)[CH:3]=[CH:2]1.[I-:10].[K+].[OH-].[Na+], predict the reaction product. The product is: [I:10][C:3]1[C:4]2[C:9](=[CH:8][CH:7]=[CH:6][CH:5]=2)[NH:1][CH:2]=1.